From a dataset of Reaction yield outcomes from USPTO patents with 853,638 reactions. Predict the reaction yield, written as a fraction of the theoretical maximum amount of product (1.0 means a 100% yield; for example, 0.34 means a 34% yield). (1) The reactants are Br[C:2]1[S:6][C:5]([C:7](=[O:12])[C:8]([F:11])([F:10])[F:9])=[CH:4][CH:3]=1.[C:13]([C:16]1[CH:17]=[C:18](B(O)O)[CH:19]=[CH:20][CH:21]=1)([OH:15])=[O:14].C([O-])([O-])=O.[Na+].[Na+].Cl. The catalyst is CN(C=O)C.O.C1C=CC([P]([Pd]([P](C2C=CC=CC=2)(C2C=CC=CC=2)C2C=CC=CC=2)([P](C2C=CC=CC=2)(C2C=CC=CC=2)C2C=CC=CC=2)[P](C2C=CC=CC=2)(C2C=CC=CC=2)C2C=CC=CC=2)(C2C=CC=CC=2)C2C=CC=CC=2)=CC=1. The product is [F:9][C:8]([F:11])([F:10])[C:7]([C:5]1[S:6][C:2]([C:20]2[CH:21]=[C:16]([CH:17]=[CH:18][CH:19]=2)[C:13]([OH:15])=[O:14])=[CH:3][CH:4]=1)=[O:12]. The yield is 0.790. (2) The yield is 0.850. The product is [OH:4][CH2:5][C:6]1[C:7]([N:27]2[CH2:39][CH2:38][N:30]3[C:31]4[CH2:32][CH2:33][CH2:34][CH2:35][C:36]=4[CH:37]=[C:29]3[C:28]2=[O:40])=[N:8][CH:9]=[CH:10][C:11]=1[C:12]1[CH:17]=[C:16]([NH:18][C:19]2[CH:24]=[N:23][CH:22]=[CH:21][N:20]=2)[C:15](=[O:25])[N:14]([CH3:26])[CH:13]=1. The reactants are C([O:4][CH2:5][C:6]1[C:7]([N:27]2[CH2:39][CH2:38][N:30]3[C:31]4[CH2:32][CH2:33][CH2:34][CH2:35][C:36]=4[CH:37]=[C:29]3[C:28]2=[O:40])=[N:8][CH:9]=[CH:10][C:11]=1[C:12]1[CH:17]=[C:16]([NH:18][C:19]2[CH:24]=[N:23][CH:22]=[CH:21][N:20]=2)[C:15](=[O:25])[N:14]([CH3:26])[CH:13]=1)(=O)C.[OH-].[Li+]. The catalyst is C(O)(C)C.C1COCC1.O. (3) The reactants are [Br:1][C:2]1[CH:3]=[C:4]([CH:9]([CH:11]2[NH:16][CH2:15][CH:14]=[CH:13][NH:12]2)[OH:10])[CH:5]=[CH:6][C:7]=1[F:8]. The catalyst is C(Cl)Cl.[O-2].[O-2].[Mn+4]. The product is [Br:1][C:2]1[CH:3]=[C:4]([CH:5]=[CH:6][C:7]=1[F:8])[C:9]([CH:11]1[NH:16][CH2:15][CH2:14][CH:13]=[N:12]1)=[O:10]. The yield is 0.810. (4) The reactants are [F:1][C:2]1[CH:3]=[CH:4][CH:5]=[C:6]2[C:11]=1[N:10]=[C:9]([C:12](O)=[O:13])[CH:8]=[C:7]2[C:15]1[CH:20]=[CH:19][C:18]([F:21])=[CH:17][CH:16]=1.C([O-])=O.[NH4+].F[P-](F)(F)(F)(F)F.[N:33]1(O[P+](N(C)C)(N(C)C)N(C)C)C2C=CC=CC=2N=N1.C(N(CC)CC)C. The catalyst is C(Cl)Cl.CN(C=O)C. The product is [F:1][C:2]1[CH:3]=[CH:4][CH:5]=[C:6]2[C:11]=1[N:10]=[C:9]([C:12]([NH2:33])=[O:13])[CH:8]=[C:7]2[C:15]1[CH:20]=[CH:19][C:18]([F:21])=[CH:17][CH:16]=1. The yield is 0.0900.